Dataset: Full USPTO retrosynthesis dataset with 1.9M reactions from patents (1976-2016). Task: Predict the reactants needed to synthesize the given product. (1) Given the product [CH3:22][N:12]1[CH:13]=[C:14]([C:16]2[CH:17]=[CH:18][CH:19]=[CH:20][CH:21]=2)[N:15]=[C:11]1[CH2:10][CH2:9][NH:8][C:7]([C:6]1[N:2]([CH3:1])[C:3]([CH3:27])=[N:4][C:5]=1[C:24]([N:46]1[CH2:47][CH2:50][CH2:51]1)=[O:26])=[O:23], predict the reactants needed to synthesize it. The reactants are: [CH3:1][N:2]1[C:6]([C:7](=[O:23])[NH:8][CH2:9][CH2:10][C:11]2[N:12]([CH3:22])[CH:13]=[C:14]([C:16]3[CH:21]=[CH:20][CH:19]=[CH:18][CH:17]=3)[N:15]=2)=[C:5]([C:24]([OH:26])=O)[N:4]=[C:3]1[CH3:27].F[P-](F)(F)(F)(F)F.C(C(=NO[C+](N(C)C)[N:46]1[CH2:51][CH2:50]OC[CH2:47]1)C(OCC)=O)#N.C(N(CC)C(C)C)(C)C.N1CCC1. (2) Given the product [F:16][C:17]1[CH:18]=[CH:19][C:20]([C:23]2[N:27]=[C:26]([C:28]3[CH:33]=[CH:32][C:31]([F:34])=[CH:30][CH:29]=3)[N:25]([CH2:35][C:36]([N:12]3[CH2:13][CH2:14][N:9]([C:4]4[CH:5]=[CH:6][CH:7]=[CH:8][N:3]=4)[C:10](=[O:15])[CH2:11]3)=[O:37])[N:24]=2)=[CH:21][CH:22]=1, predict the reactants needed to synthesize it. The reactants are: Cl.Cl.[N:3]1[CH:8]=[CH:7][CH:6]=[CH:5][C:4]=1[N:9]1[CH2:14][CH2:13][NH:12][CH2:11][C:10]1=[O:15].[F:16][C:17]1[CH:22]=[CH:21][C:20]([C:23]2[N:27]=[C:26]([C:28]3[CH:33]=[CH:32][C:31]([F:34])=[CH:30][CH:29]=3)[N:25]([CH2:35][C:36](Cl)=[O:37])[N:24]=2)=[CH:19][CH:18]=1.C(N(CC)CC)C. (3) Given the product [Br:1][C:2]1[CH:3]=[CH:4][C:5]2[N:6]([C:15](=[O:17])[CH3:16])[C:7]3[C:12]([C:13]=2[CH:14]=1)=[CH:11][CH:10]=[CH:9][CH:8]=3, predict the reactants needed to synthesize it. The reactants are: [Br:1][C:2]1[CH:3]=[CH:4][C:5]2[NH:6][C:7]3[C:12]([C:13]=2[CH:14]=1)=[CH:11][CH:10]=[CH:9][CH:8]=3.[C:15](OC(=O)C)(=[O:17])[CH3:16]. (4) Given the product [Cl:1][C:16]1[CH:15]=[N:14][N:12]2[CH:13]=[C:8]([C:2]3[CH:7]=[CH:6][CH:5]=[CH:4][CH:3]=3)[C:9]([C:17]3[CH:43]=[CH:44][C:45]([CH:46]=[O:47])=[CH:19][CH:18]=3)=[N:10][C:11]=12, predict the reactants needed to synthesize it. The reactants are: [ClH:1].[C:2]1([C:8]2[C:9]([C:17]3C=CC(CN4CCC(C5N=C(C6C=CC=CN=6)NN=5)CC4)=[CH:19][CH:18]=3)=[N:10][C:11]3[N:12]([N:14]=[CH:15][CH:16]=3)[CH:13]=2)[CH:7]=[CH:6][CH:5]=[CH:4][CH:3]=1.ClN1[C:46](=[O:47])[CH2:45][CH2:44][C:43]1=O. (5) Given the product [S:31]([CH2:29][CH3:30])([OH:34])(=[O:33])=[O:32].[C:1]([C:5]1[N:9]([CH2:10][CH:11]2[CH2:12][CH2:13][C:14]([F:18])([F:17])[CH2:15][CH2:16]2)[C:8]2[CH:19]=[CH:20][C:21]([NH:23][S:24]([CH2:27][CH3:28])(=[O:25])=[O:26])=[CH:22][C:7]=2[N:6]=1)([CH3:4])([CH3:2])[CH3:3], predict the reactants needed to synthesize it. The reactants are: [C:1]([C:5]1[N:9]([CH2:10][CH:11]2[CH2:16][CH2:15][C:14]([F:18])([F:17])[CH2:13][CH2:12]2)[C:8]2[CH:19]=[CH:20][C:21]([NH:23][S:24]([CH2:27][CH3:28])(=[O:26])=[O:25])=[CH:22][C:7]=2[N:6]=1)([CH3:4])([CH3:3])[CH3:2].[CH2:29]([S:31]([OH:34])(=[O:33])=[O:32])[CH3:30]. (6) Given the product [CH:18]([O:11][C:3]1[CH:4]=[CH:5][C:6]([N+:8]([O-:10])=[O:9])=[CH:7][C:2]=1[NH:1][CH:22]([CH3:27])[CH3:23])([CH3:20])[CH3:19], predict the reactants needed to synthesize it. The reactants are: [NH2:1][C:2]1[CH:7]=[C:6]([N+:8]([O-:10])=[O:9])[CH:5]=[CH:4][C:3]=1[OH:11].C(=O)([O-])[O-].[K+].[K+].[CH:18](I)([CH3:20])[CH3:19].[C:22]1(O)[CH:27]=CC=C[CH:23]=1.C1(O)C=CC=CC=1.NC1C=CC=CC=1. (7) Given the product [NH2:17][C:16]1[N:23]([CH2:22][CH2:21][OH:20])[N:24]=[C:12]([C:6]2[CH:7]=[CH:8][C:9]([O:10][CH3:11])=[C:4]([O:3][CH2:1][CH3:2])[CH:5]=2)[C:13]=1[C:14]#[N:15], predict the reactants needed to synthesize it. The reactants are: [CH2:1]([O:3][C:4]1[CH:5]=[C:6]([C:12](OC)=[C:13]([C:16]#[N:17])[C:14]#[N:15])[CH:7]=[CH:8][C:9]=1[O:10][CH3:11])[CH3:2].[OH:20][CH2:21][CH2:22][NH:23][NH2:24].C(N(CC)CC)C.O. (8) Given the product [F:1][C:2]1[CH:7]=[C:6]([C:8](=[O:15])[CH:9]([CH2:30][C:26]2[CH:27]=[CH:28][CH:29]=[C:24]([O:23][C:19]([F:18])([F:32])[CH:20]([F:21])[F:22])[CH:25]=2)[C:10]([O:12][CH2:13][CH3:14])=[O:11])[CH:5]=[CH:4][N:3]=1, predict the reactants needed to synthesize it. The reactants are: [F:1][C:2]1[CH:7]=[C:6]([C:8](=[O:15])[CH2:9][C:10]([O:12][CH2:13][CH3:14])=[O:11])[CH:5]=[CH:4][N:3]=1.[H-].[Na+].[F:18][C:19]([F:32])([O:23][C:24]1[CH:25]=[C:26]([CH2:30]Br)[CH:27]=[CH:28][CH:29]=1)[CH:20]([F:22])[F:21].O. (9) Given the product [Br:15][C:16]1[CH:21]=[CH:20][C:19]([N:4]2[C@@H:3]([C:8]3[CH:9]=[CH:10][CH:11]=[CH:12][CH:13]=3)[C:2]([CH3:14])([CH3:1])[O:6][C:5]2=[O:7])=[CH:18][CH:17]=1, predict the reactants needed to synthesize it. The reactants are: [CH3:1][C:2]1([CH3:14])[O:6][C:5](=[O:7])[NH:4][C@H:3]1[C:8]1[CH:13]=[CH:12][CH:11]=[CH:10][CH:9]=1.[Br:15][C:16]1[CH:21]=[CH:20][C:19](Br)=[CH:18][CH:17]=1.P([O-])([O-])([O-])=O.[K+].[K+].[K+].CNCCNC. (10) Given the product [CH:20]1([N:25]2[CH2:30][CH2:29][CH:28]([O:17][C:14]3[CH:15]=[CH:16][C:11]([C:5]4([CH2:4][N:2]([CH3:1])[CH3:3])[CH2:6][CH2:7][O:8][CH2:9][CH2:10]4)=[CH:12][CH:13]=3)[CH2:27][CH2:26]2)[CH2:21][CH2:22][CH2:23][CH2:24]1, predict the reactants needed to synthesize it. The reactants are: [CH3:1][N:2]([CH2:4][C:5]1([C:11]2[CH:16]=[CH:15][C:14]([OH:17])=[CH:13][CH:12]=2)[CH2:10][CH2:9][O:8][CH2:7][CH2:6]1)[CH3:3].[H-].[Na+].[CH:20]1([N:25]2[CH2:30][CH2:29][CH:28](OS(C)(=O)=O)[CH2:27][CH2:26]2)[CH2:24][CH2:23][CH2:22][CH2:21]1.